This data is from Forward reaction prediction with 1.9M reactions from USPTO patents (1976-2016). The task is: Predict the product of the given reaction. (1) Given the reactants [C:1]1([CH2:7][CH2:8][N:9]2[C:17]3[C:12](=[CH:13][CH:14]=[CH:15][CH:16]=3)[CH:11]=[C:10]2[C:18]([OH:20])=O)[CH:6]=[CH:5][CH:4]=[CH:3][CH:2]=1.[CH3:21][CH:22]([CH3:42])[CH2:23][NH:24][C@@H:25]1[CH2:30][N:29]([C:31]([O:33][C:34]([CH3:37])([CH3:36])[CH3:35])=[O:32])[CH2:28][C@H:27]([C:38]([O:40]C)=O)[CH2:26]1.[CH:43]([N:46](C(C)C)[CH2:47][CH3:48])(C)[CH3:44].F[P-](F)(F)(F)(F)F.ClC(N(C)C)=[N+](C)C.C(=O)(O)[O-:68].[Na+], predict the reaction product. The product is: [CH3:42][CH:22]([CH3:21])[CH2:23][N:24]([C:18]([C:10]1[N:9]([CH2:8][CH2:7][C:1]2[CH:2]=[CH:3][CH:4]=[CH:5][CH:6]=2)[C:17]2[C:12]([CH:11]=1)=[CH:13][CH:14]=[CH:15][CH:16]=2)=[O:20])[C@H:25]1[CH2:26][C@@H:27]([C:38]([N:46]2[CH2:47][CH2:48][O:68][CH2:44][CH2:43]2)=[O:40])[CH2:28][N:29]([C:31]([O:33][C:34]([CH3:35])([CH3:36])[CH3:37])=[O:32])[CH2:30]1. (2) Given the reactants [P:1]([O:13][CH2:14][C@@H:15]1[C@@H:22]2[C@@H:18]([O:19][C:20]([CH3:24])([CH3:23])[O:21]2)[C@H:17]([N:25]2[C:30]([CH2:31]O)=[C:29]([CH3:33])[C:28](=[O:34])[NH:27][C:26]2=[O:35])[O:16]1)([O:8][C:9]([CH3:12])([CH3:11])[CH3:10])([O:3][C:4]([CH3:7])([CH3:6])[CH3:5])=[O:2].Cl.[NH2:37][OH:38].C(=O)(O)[O-].[Na+], predict the reaction product. The product is: [P:1]([O:13][CH2:14][C@@H:15]1[C@@H:22]2[C@@H:18]([O:19][C:20]([CH3:24])([CH3:23])[O:21]2)[C@H:17]([N:25]2[C:30](/[CH:31]=[N:37]/[OH:38])=[C:29]([CH3:33])[C:28](=[O:34])[NH:27][C:26]2=[O:35])[O:16]1)([O:3][C:4]([CH3:7])([CH3:5])[CH3:6])([O:8][C:9]([CH3:12])([CH3:10])[CH3:11])=[O:2].